This data is from Reaction yield outcomes from USPTO patents with 853,638 reactions. The task is: Predict the reaction yield, written as a fraction of the theoretical maximum amount of product (1.0 means a 100% yield; for example, 0.34 means a 34% yield). (1) The reactants are CO[CH:3](OC)[CH2:4][CH:5](OC)OC.[Cl:12][C:13]1[CH:22]=[C:21]([Cl:23])[C:20]([NH:24][NH2:25])=[CH:19][C:14]=1[C:15]([O:17][CH3:18])=[O:16]. The catalyst is CCO. The product is [Cl:12][C:13]1[CH:22]=[C:21]([Cl:23])[C:20]([N:24]2[CH:5]=[CH:4][CH:3]=[N:25]2)=[CH:19][C:14]=1[C:15]([O:17][CH3:18])=[O:16]. The yield is 0.570. (2) The reactants are [CH3:1][O:2][C:3]1[C:12]([NH:13][C:14](=[O:18])OCC)=[N:11][C:10]2[C:5](=[CH:6][C:7]([CH3:20])=[C:8]([CH3:19])[CH:9]=2)[N:4]=1.[CH3:21][O:22][C:23]1[CH:24]=[C:25]([N:31]2[CH2:36][CH2:35][NH:34][CH2:33][CH2:32]2)[CH:26]=[C:27]([O:29][CH3:30])[CH:28]=1. No catalyst specified. The product is [CH3:1][O:2][C:3]1[C:12]([NH:13][C:14]([N:34]2[CH2:33][CH2:32][N:31]([C:25]3[CH:24]=[C:23]([O:22][CH3:21])[CH:28]=[C:27]([O:29][CH3:30])[CH:26]=3)[CH2:36][CH2:35]2)=[O:18])=[N:11][C:10]2[C:5](=[CH:6][C:7]([CH3:20])=[C:8]([CH3:19])[CH:9]=2)[N:4]=1. The yield is 0.750. (3) The yield is 0.910. The catalyst is CS(C)=O. The reactants are [CH2:1]1[CH2:31][O:30][C:3]2([CH2:20][CH2:19][C:18]3[C@@:5]([OH:29])([CH2:6][CH2:7][C@@H:8]4[C:17]=3[C@@H:16]([C:21]3[CH:26]=[CH:25][C:24](I)=[CH:23][CH:22]=3)[CH2:15][C@@:13]3([CH3:14])[C@H:9]4[CH2:10][CH2:11][C:12]3=[O:28])[CH2:4]2)[O:2]1.[NH:32]1[CH:36]=[CH:35][N:34]=[CH:33]1.CN(C)CC(O)=O.C(=O)([O-])[O-].[K+].[K+]. The product is [CH2:1]1[CH2:31][O:30][C:3]2([CH2:20][CH2:19][C:18]3[C@@:5]([OH:29])([CH2:6][CH2:7][C@@H:8]4[C:17]=3[C@@H:16]([C:21]3[CH:26]=[CH:25][C:24]([N:32]5[CH:36]=[CH:35][N:34]=[CH:33]5)=[CH:23][CH:22]=3)[CH2:15][C@@:13]3([CH3:14])[C@H:9]4[CH2:10][CH2:11][C:12]3=[O:28])[CH2:4]2)[O:2]1. (4) The reactants are [CH:1]1([C:4]([N:6]2[CH2:11][CH2:10][N:9]([C:12]([C:14]3[CH:15]=[C:16]([CH:19]=[CH:20][CH:21]=3)C=O)=[O:13])[CH2:8][CH2:7]2)=[O:5])[CH2:3][CH2:2]1.[CH:22](=[N:29]/[C:30]1[CH:38]=[CH:37][CH:36]=C2C=1COC2=O)\[C:23]1[CH:28]=[CH:27][CH:26]=[CH:25][CH:24]=1.[CH3:40][O-:41].[Na+].[CH3:43]O.[C:45]([O:49][CH2:50]C)(=[O:48])[CH2:46][CH3:47]. No catalyst specified. The product is [CH:1]1([C:4]([N:6]2[CH2:7][CH2:8][N:9]([C:12]([C:14]3[CH:15]=[C:16]([CH:43]4[C:40](=[O:41])[C:47]5[C:46]([C:45]([O:49][CH3:50])=[O:48])=[CH:36][CH:37]=[CH:38][C:30]=5[NH:29][CH:22]4[C:23]4[CH:24]=[CH:25][CH:26]=[CH:27][CH:28]=4)[CH:19]=[CH:20][CH:21]=3)=[O:13])[CH2:10][CH2:11]2)=[O:5])[CH2:2][CH2:3]1. The yield is 0.120. (5) The reactants are COC1C=CC(C[O:8][C:9]2[CH:14]=[CH:13][C:12]([C:15]3[CH:23]=[CH:22][CH:21]=[C:20]4[C:16]=3[CH:17]=[CH:18][N:19]4[Si](C(C)C)(C(C)C)C(C)C)=[CH:11][C:10]=2[C:34]([C:36]2[CH:37]=[N:38][CH:39]=[CH:40][CH:41]=2)=[O:35])=CC=1.C(O)(C(F)(F)F)=O.C([O-])(O)=O.[Na+]. The catalyst is ClCCl.CSC. The product is [OH:8][C:9]1[CH:14]=[CH:13][C:12]([C:15]2[CH:23]=[CH:22][CH:21]=[C:20]3[C:16]=2[CH:17]=[CH:18][NH:19]3)=[CH:11][C:10]=1[C:34]([C:36]1[CH:37]=[N:38][CH:39]=[CH:40][CH:41]=1)=[O:35]. The yield is 0.140. (6) The reactants are [NH2:1][C:2]1[C:7]2=[C:8]([C:14]3[CH:19]=[CH:18][C:17]([NH:20][C:21]([NH:23][C:24]4[CH:29]=[CH:28][CH:27]=[C:26]([C:30]([F:33])([F:32])[F:31])[N:25]=4)=[O:22])=[CH:16][CH:15]=3)[CH:9]=[C:10]([C:11](O)=[O:12])[N:6]2[N:5]=[CH:4][N:3]=1.[F:34][C:35]([F:39])([F:38])[CH2:36][NH2:37].F[P-](F)(F)(F)(F)F.N1(O[P+](N(C)C)(N(C)C)N(C)C)C2C=CC=CC=2N=N1.CN1CCOCC1. The catalyst is CN(C=O)C. The product is [NH2:1][C:2]1[C:7]2=[C:8]([C:14]3[CH:15]=[CH:16][C:17]([NH:20][C:21]([NH:23][C:24]4[CH:29]=[CH:28][CH:27]=[C:26]([C:30]([F:32])([F:33])[F:31])[N:25]=4)=[O:22])=[CH:18][CH:19]=3)[CH:9]=[C:10]([C:11]([NH:37][CH2:36][C:35]([F:39])([F:38])[F:34])=[O:12])[N:6]2[N:5]=[CH:4][N:3]=1. The yield is 0.360. (7) The reactants are [CH3:1][O:2][C:3](=[O:28])[C:4]1[CH:9]=[CH:8][C:7]([OH:10])=[CH:6][C:5]=1[NH:11][C:12](=[O:27])[C:13]1[CH:18]=[C:17]([C:19]([F:22])([F:21])[F:20])[CH:16]=[C:15]([C:23]([F:26])([F:25])[F:24])[CH:14]=1.[Br:29][CH2:30][CH2:31][CH2:32]Br.C(=O)([O-])[O-].[K+].[K+]. The catalyst is CC(C)=O. The product is [CH3:1][O:2][C:3](=[O:28])[C:4]1[CH:9]=[CH:8][C:7]([O:10][CH2:32][CH2:31][CH2:30][Br:29])=[CH:6][C:5]=1[NH:11][C:12](=[O:27])[C:13]1[CH:14]=[C:15]([C:23]([F:24])([F:25])[F:26])[CH:16]=[C:17]([C:19]([F:21])([F:22])[F:20])[CH:18]=1. The yield is 0.780. (8) The reactants are C(#N)C.[CH3:4][C:5]1[CH:10]=[C:9]([CH3:11])[C:8]([S:12][CH2:13][C:14]([F:17])([F:16])[F:15])=[CH:7][C:6]=1[OH:18].[Br:19][CH2:20][CH2:21][CH2:22][CH2:23][CH2:24][CH2:25]Br.C(=O)([O-])[O-].[K+].[K+]. The catalyst is [Br-].C([N+](CCCC)(CCCC)CCCC)CCC.C(OCC)(=O)C. The product is [Br:19][CH2:20][CH2:21][CH2:22][CH2:23][CH2:24][CH2:25][O:18][C:6]1[CH:7]=[C:8]([S:12][CH2:13][C:14]([F:17])([F:16])[F:15])[C:9]([CH3:11])=[CH:10][C:5]=1[CH3:4]. The yield is 0.970. (9) The yield is 0.840. The reactants are [C:1]([O:5][C:6](=[O:33])[N:7]([CH2:22][C:23]1[CH:28]=[CH:27][C:26]([C:29]([CH3:32])([CH3:31])[CH3:30])=[CH:25][CH:24]=1)[CH2:8][CH2:9][C:10]1[CH:15]=[CH:14][CH:13]=[C:12]([C:16]#[C:17][Si](C)(C)C)[CH:11]=1)([CH3:4])([CH3:3])[CH3:2].CCCC[N+](CCCC)(CCCC)CCCC.[F-]. The product is [C:1]([O:5][C:6](=[O:33])[N:7]([CH2:22][C:23]1[CH:28]=[CH:27][C:26]([C:29]([CH3:32])([CH3:31])[CH3:30])=[CH:25][CH:24]=1)[CH2:8][CH2:9][C:10]1[CH:15]=[CH:14][CH:13]=[C:12]([C:16]#[CH:17])[CH:11]=1)([CH3:3])([CH3:4])[CH3:2]. The catalyst is C1COCC1.[Cl-].[Na+].O. (10) The yield is 0.450. The catalyst is CCO. The product is [NH2:36][C:34]1[C:35]2[C:26]([O:25][CH2:24][C@H:20]3[CH2:21][CH2:22][CH2:23][N:18]([C:16](=[O:17])[CH2:15][C:13]([C:11]4[CH:10]=[CH:9][C:8]([O:40][CH3:41])=[C:7]([OH:6])[CH:12]=4)([CH3:39])[CH3:14])[CH2:19]3)=[CH:27][CH:28]=[CH:29][C:30]=2[NH:31][S:32](=[O:38])(=[O:37])[N:33]=1. The reactants are C(S([O:6][C:7]1[CH:12]=[C:11]([C:13]([CH3:39])([CH2:15][C:16]([N:18]2[CH2:23][CH2:22][CH2:21][C@H:20]([CH2:24][O:25][C:26]3[C:35]4[C:34]([NH2:36])=[N:33][S:32](=[O:38])(=[O:37])[NH:31][C:30]=4[CH:29]=[CH:28][CH:27]=3)[CH2:19]2)=[O:17])[CH3:14])[CH:10]=[CH:9][C:8]=1[O:40][CH3:41])(=O)=O)C.[OH-].[Na+].Cl.